From a dataset of Catalyst prediction with 721,799 reactions and 888 catalyst types from USPTO. Predict which catalyst facilitates the given reaction. (1) Reactant: [C:1]([O:5][C:6]([NH:8][CH2:9][CH2:10][N:11]1[CH2:16][CH2:15][N:14]([C:17]2[CH:22]=[CH:21][C:20]([N+:23]([O-:25])=[O:24])=[CH:19][CH:18]=2)[CH2:13][CH2:12]1)=[O:7])([CH3:4])([CH3:3])[CH3:2].NC1C=CC(N2CCN(CCNC(OC(C)(C)C)=O)CC2)=CC=1. Product: [C:1]([O:5][C:6]([NH:8][CH2:9][CH2:10][N:11]1[CH2:12][CH2:13][N:14]([C:17]2[CH:18]=[CH:19][C:20]([N+:23]([O-:25])=[O:24])=[CH:21][CH:22]=2)[CH2:15][CH2:16]1)=[O:7])([CH3:4])([CH3:2])[CH3:3]. The catalyst class is: 29. (2) The catalyst class is: 9. Product: [CH3:1][N:2]1[C:10]2[C@@:9]3([CH3:14])[C:11]([CH3:12])([CH3:13])[C@H:6]([CH2:7][CH2:8]3)[C:5]=2[C:4](=[O:15])[N:3]1[CH2:17][C:18]1[O:19][C:20]([C:23]([F:26])([F:25])[F:24])=[CH:21][CH:22]=1. Reactant: [CH3:1][N:2]1[C:10]2[C@@:9]3([CH3:14])[C:11]([CH3:13])([CH3:12])[C@H:6]([CH2:7][CH2:8]3)[C:5]=2[C:4](=[O:15])[NH:3]1.Br[CH2:17][C:18]1[O:19][C:20]([C:23]([F:26])([F:25])[F:24])=[CH:21][CH:22]=1. (3) Reactant: [NH2:1][CH2:2][CH2:3][CH:4]1[CH2:9][CH2:8][N:7]([C:10]([O:12][C:13]([CH3:16])([CH3:15])[CH3:14])=[O:11])[CH2:6][CH2:5]1.CCN(CC)CC.[C:24](Cl)(=[O:27])[CH:25]=[CH2:26].O. Product: [C:24]([NH:1][CH2:2][CH2:3][CH:4]1[CH2:5][CH2:6][N:7]([C:10]([O:12][C:13]([CH3:16])([CH3:15])[CH3:14])=[O:11])[CH2:8][CH2:9]1)(=[O:27])[CH:25]=[CH2:26]. The catalyst class is: 2. (4) Reactant: [N:1]12[CH2:9][CH2:8][CH:5]([CH2:6][CH2:7]1)[N:4]([C:10]1[CH:15]=[CH:14][C:13]([NH2:16])=[CH:12][CH:11]=1)[CH2:3][CH2:2]2.[N+:17]([C:20]1[CH:28]=[CH:27][CH:26]=[CH:25][C:21]=1[C:22](Cl)=[O:23])([O-:19])=[O:18].[OH-].[Na+]. Product: [N:1]12[CH2:9][CH2:8][CH:5]([CH2:6][CH2:7]1)[N:4]([C:10]1[CH:15]=[CH:14][C:13]([NH:16][C:22](=[O:23])[C:21]3[CH:25]=[CH:26][CH:27]=[CH:28][C:20]=3[N+:17]([O-:19])=[O:18])=[CH:12][CH:11]=1)[CH2:3][CH2:2]2. The catalyst class is: 57. (5) Reactant: [CH3:1][C:2]1([CH3:15])[C:11]2[C:6](=[CH:7][CH:8]=[C:9]([CH:12]=[CH2:13])[CH:10]=2)[C:5](=O)[CH2:4][CH2:3]1.Cl.[NH2:17][OH:18].C([O-])(=O)C.[Na+]. Product: [CH3:1][C:2]1([CH3:15])[C:11]2[C:6](=[CH:7][CH:8]=[C:9]([CH:12]=[CH2:13])[CH:10]=2)/[C:5](=[N:17]/[OH:18])/[CH2:4][CH2:3]1. The catalyst class is: 5. (6) Reactant: [CH3:1][O:2][C:3]([CH:5]1[CH2:9][CH:8]=[CH:7][CH2:6]1)=[O:4].ClC1C=CC=C(C(OO)=[O:18])C=1. Product: [CH3:1][O:2][C:3]([CH:5]1[CH2:9][CH:8]2[O:18][CH:7]2[CH2:6]1)=[O:4]. The catalyst class is: 4. (7) Reactant: [Na].[CH3:2][CH:3]([CH3:15])[CH2:4][C:5](=O)[CH2:6][C:7](=O)[C:8]([O:10][CH2:11][CH3:12])=[O:9].[CH3:16][NH:17][NH2:18].C(=O)([O-])[O-].[Na+].[Na+]. Product: [CH2:4]([C:5]1[N:17]([CH3:16])[N:18]=[C:7]([C:8]([O:10][CH2:11][CH3:12])=[O:9])[CH:6]=1)[CH:3]([CH3:15])[CH3:2]. The catalyst class is: 15. (8) Product: [NH2:26][CH2:25][C:24]1[CH:23]=[C:22]([CH:36]=[CH:35][CH:34]=1)[CH2:21][N:8]([CH2:7][C:4]1[CH:5]=[CH:6][C:1]([C:37]2[CH:38]=[CH:39][CH:40]=[CH:41][CH:42]=2)=[CH:2][CH:3]=1)[S:9]([C:12]1[CH:17]=[C:16]([Cl:18])[CH:15]=[C:14]([Cl:19])[C:13]=1[OH:20])(=[O:11])=[O:10]. Reactant: [C:1]1([C:37]2[CH:42]=[CH:41][CH:40]=[CH:39][CH:38]=2)[CH:6]=[CH:5][C:4]([CH2:7][N:8]([CH2:21][C:22]2[CH:23]=[C:24]([CH:34]=[CH:35][CH:36]=2)[CH2:25][NH:26]C(=O)OC(C)(C)C)[S:9]([C:12]2[CH:17]=[C:16]([Cl:18])[CH:15]=[C:14]([Cl:19])[C:13]=2[OH:20])(=[O:11])=[O:10])=[CH:3][CH:2]=1.C(O)(C(F)(F)F)=O. The catalyst class is: 2. (9) Reactant: [Br:1][C:2]1[CH:3]=[C:4]([CH2:7][OH:8])[S:5][CH:6]=1.[Cl:9]N1C(=O)CCC1=O. Product: [Br:1][C:2]1[CH:3]=[C:4]([CH2:7][OH:8])[S:5][C:6]=1[Cl:9]. The catalyst class is: 3.